Dataset: Forward reaction prediction with 1.9M reactions from USPTO patents (1976-2016). Task: Predict the product of the given reaction. (1) Given the reactants [Cl:1][C:2]1[CH:3]=[C:4]([CH:9]=[CH:10][C:11]=1[CH:12]=O)[C:5]([O:7][CH3:8])=[O:6].[N:14]1([C:20]([O:22][C:23]([CH3:26])([CH3:25])[CH3:24])=[O:21])[CH2:19][CH2:18][NH:17][CH2:16][CH2:15]1.C(O[BH-](OC(=O)C)OC(=O)C)(=O)C.[Na+], predict the reaction product. The product is: [Cl:1][C:2]1[CH:3]=[C:4]([C:5]([O:7][CH3:8])=[O:6])[CH:9]=[CH:10][C:11]=1[CH2:12][N:17]1[CH2:16][CH2:15][N:14]([C:20]([O:22][C:23]([CH3:26])([CH3:25])[CH3:24])=[O:21])[CH2:19][CH2:18]1. (2) Given the reactants [CH3:1][O:2][CH2:3][CH2:4][N:5]1[C:13]2[CH:12]3[CH2:14][CH:9]([CH2:10][CH2:11]3)[C:8]=2[C:7]([CH:15]=[O:16])=[N:6]1.[Br:17][C@H:18]1[C:24](=[O:25])[N:23]2[C@@H:19]1[S:20][CH:21]=[C:22]2[C:26]([O:28][CH2:29][C:30]1[CH:35]=[CH:34][C:33]([N+:36]([O-:38])=[O:37])=[CH:32][CH:31]=1)=[O:27].[CH3:39][CH2:40][O:41]CC.[Mg+2].[Br-].[Br-].CCN(CC)CC.[Al].C(OC(=O)C)(=O)C, predict the reaction product. The product is: [C:40]([O:16][CH:15]([C:7]1[C:8]2[CH:9]3[CH2:14][CH:12]([CH2:11][CH2:10]3)[C:13]=2[N:5]([CH2:4][CH2:3][O:2][CH3:1])[N:6]=1)[C:18]1([Br:17])[C:24](=[O:25])[N:23]2[C@@H:19]1[S:20][CH:21]=[C:22]2[C:26]([O:28][CH2:29][C:30]1[CH:35]=[CH:34][C:33]([N+:36]([O-:38])=[O:37])=[CH:32][CH:31]=1)=[O:27])(=[O:41])[CH3:39]. (3) Given the reactants [Cl:1][C:2]1[CH:10]=[CH:9][C:8]([C:11]2[C:12]([C@@H:24]([NH:34][C:35](=[O:52])[CH2:36][N:37]3[C:41]4[C:42]([F:47])([F:46])[C@@H:43]5[CH2:45][C@@H:44]5[C:40]=4[C:39]([C:48]([F:51])([F:50])[F:49])=[N:38]3)[CH2:25][C:26]3[CH:31]=[C:30]([F:32])[CH:29]=[C:28]([F:33])[CH:27]=3)=[N:13][C:14]([C:17]#[C:18][C:19]3([OH:23])CO[CH2:20]3)=[CH:15][CH:16]=2)=[C:7]2[C:3]=1[C:4]([NH:54][S:55]([CH3:58])(=[O:57])=[O:56])=[N:5][N:6]2[CH3:53].C(C1(O)C[CH2:65][O:64][CH2:63][CH2:62]1)#C.CCCC[N+](CCCC)(CCCC)CCCC.[F-], predict the reaction product. The product is: [Cl:1][C:2]1[CH:10]=[CH:9][C:8]([C:11]2[C:12]([C@@H:24]([NH:34][C:35](=[O:52])[CH2:36][N:37]3[C:41]4[C:42]([F:46])([F:47])[C@@H:43]5[CH2:45][C@@H:44]5[C:40]=4[C:39]([C:48]([F:49])([F:50])[F:51])=[N:38]3)[CH2:25][C:26]3[CH:27]=[C:28]([F:33])[CH:29]=[C:30]([F:32])[CH:31]=3)=[N:13][C:14]([C:17]#[C:18][C:19]3([OH:23])[CH2:62][CH2:63][O:64][CH2:65][CH2:20]3)=[CH:15][CH:16]=2)=[C:7]2[C:3]=1[C:4]([NH:54][S:55]([CH3:58])(=[O:56])=[O:57])=[N:5][N:6]2[CH3:53]. (4) Given the reactants C(OC([N:8]1[CH:13]2[CH2:14][CH2:15][CH:9]1[CH2:10][C:11]([OH:21])([C:16]1[N:17]=[CH:18][S:19][CH:20]=1)[CH2:12]2)=O)(C)(C)C.[ClH:22], predict the reaction product. The product is: [ClH:22].[S:19]1[CH:20]=[C:16]([C:11]2([OH:21])[CH2:12][CH:13]3[NH:8][CH:9]([CH2:15][CH2:14]3)[CH2:10]2)[N:17]=[CH:18]1.